From a dataset of Full USPTO retrosynthesis dataset with 1.9M reactions from patents (1976-2016). Predict the reactants needed to synthesize the given product. (1) The reactants are: [CH3:1][C:2]1[CH:3]=[C:4]2[C:9](=[CH:10][N:11]=1)[C:8](=[O:12])[N:7]([CH3:13])[C:6]1[CH:14]=[C:15]([O:18][CH2:19][C@@H:20]([NH:25][C:26](=[O:32])[O:27][C:28]([CH3:31])([CH3:30])[CH3:29])[CH2:21][CH:22]([CH3:24])[CH3:23])[CH:16]=[CH:17][C:5]2=1.C1C(=O)N([Br:40])C(=O)C1. Given the product [Br:40][C:16]1[C:15]([O:18][CH2:19][C@@H:20]([NH:25][C:26](=[O:32])[O:27][C:28]([CH3:30])([CH3:29])[CH3:31])[CH2:21][CH:22]([CH3:24])[CH3:23])=[CH:14][C:6]2[N:7]([CH3:13])[C:8](=[O:12])[C:9]3[C:4]([C:5]=2[CH:17]=1)=[CH:3][C:2]([CH3:1])=[N:11][CH:10]=3, predict the reactants needed to synthesize it. (2) Given the product [ClH:1].[ClH:1].[C:8]1([C:14]2[N:15]=[C:16]([N:19]([CH2:23][C:24]3[CH:25]=[CH:26][C:27]([CH2:28][NH:29][C:30]4[CH:31]=[CH:32][C:33]([CH2:36][CH2:37][C:38]([OH:40])=[O:39])=[CH:34][CH:35]=4)=[CH:41][CH:42]=3)[CH2:20][CH2:21][CH3:22])[S:17][CH:18]=2)[CH:9]=[CH:10][CH:11]=[CH:12][CH:13]=1, predict the reactants needed to synthesize it. The reactants are: [ClH:1].C(OCC)(=O)C.[C:8]1([C:14]2[N:15]=[C:16]([N:19]([CH2:23][C:24]3[CH:42]=[CH:41][C:27]([CH2:28][NH:29][C:30]4[CH:35]=[CH:34][C:33]([CH2:36][CH2:37][C:38]([OH:40])=[O:39])=[CH:32][CH:31]=4)=[CH:26][CH:25]=3)[CH2:20][CH2:21][CH3:22])[S:17][CH:18]=2)[CH:13]=[CH:12][CH:11]=[CH:10][CH:9]=1.